From a dataset of Retrosynthesis with 50K atom-mapped reactions and 10 reaction types from USPTO. Predict the reactants needed to synthesize the given product. (1) Given the product CC(C)(C)[C@H]1N(c2ccc(C#N)c3ccccc23)C(=O)[C@@H]2C[C@@H](O)CN21, predict the reactants needed to synthesize it. The reactants are: CC(C)(C)[C@H]1N(c2ccc(C#N)c3ccccc23)C(=O)[C@@H]2C[C@@H](OCc3ccccc3)CN21. (2) Given the product Cc1cc(-c2nc3cccnn3c2-c2ccnc(N)c2)ccc1F, predict the reactants needed to synthesize it. The reactants are: Cc1cc(-c2nc3ccc(Cl)nn3c2-c2ccnc(N)c2)ccc1F. (3) Given the product O=C(O)CC1(C(=O)O)Cc2ccccc2C1, predict the reactants needed to synthesize it. The reactants are: CC(C)(C)OC(=O)CC1(C(=O)O)Cc2ccccc2C1. (4) The reactants are: Cc1nc(-c2cncc(Cl)n2)sc1C(=O)NCc1ccccc1.OB(O)/C=C/c1ccccc1. Given the product Cc1nc(-c2cncc(/C=C/c3ccccc3)n2)sc1C(=O)NCc1ccccc1, predict the reactants needed to synthesize it. (5) Given the product CC(C)(C)OC(=O)Nc1c(F)cccc1C=O, predict the reactants needed to synthesize it. The reactants are: CC(C)(C)OC(=O)Nc1ccccc1F.CN(C)C=O. (6) Given the product Cc1cnc(C)c(N2CCNCC2)n1, predict the reactants needed to synthesize it. The reactants are: Cc1cnc(C)c(N2CCN(Cc3ccccc3)CC2)n1. (7) Given the product O=C(O)c1ccc(-c2nc3cc([N+](=O)[O-])c(O)cc3o2)cc1, predict the reactants needed to synthesize it. The reactants are: COC(=O)c1ccc(-c2nc3cc([N+](=O)[O-])c(O)cc3o2)cc1. (8) Given the product CCCC(=O)c1cc2c(=O)cc(C(=O)O)[nH]c2c(C)c1C, predict the reactants needed to synthesize it. The reactants are: CCCC(=O)c1cc2c(=O)cc(C(=O)OC)[nH]c2c(C)c1C. (9) The reactants are: CCOC(=O)COc1nc(Nc2cc3ccccc3cn2)cnc1C#N. Given the product N#Cc1ncc(Nc2cc3ccccc3cn2)nc1OCC(=O)O, predict the reactants needed to synthesize it.